Dataset: Full USPTO retrosynthesis dataset with 1.9M reactions from patents (1976-2016). Task: Predict the reactants needed to synthesize the given product. Given the product [NH2:1][C:2]1[N:7]=[C:6]([N:8]2[CH2:32][CH2:31][C:11]3([CH2:15][N:14]([C:16]([O:18][CH2:19][C:20]4[CH:25]=[CH:24][CH:23]=[CH:22][CH:21]=4)=[O:17])[C@H:13]([C:26]([O:28][CH2:29][CH3:30])=[O:27])[CH2:12]3)[CH2:10][CH2:9]2)[CH:5]=[C:4]([O:33][C@H:34]([C:39]2[CH:44]=[CH:43][C:42]([Cl:45])=[CH:41][C:40]=2[C:53]2[CH:58]=[CH:57][CH:56]=[CH:55][CH:54]=2)[C:35]([F:38])([F:37])[F:36])[N:3]=1, predict the reactants needed to synthesize it. The reactants are: [NH2:1][C:2]1[N:7]=[C:6]([N:8]2[CH2:32][CH2:31][C:11]3([CH2:15][N:14]([C:16]([O:18][CH2:19][C:20]4[CH:25]=[CH:24][CH:23]=[CH:22][CH:21]=4)=[O:17])[C@H:13]([C:26]([O:28][CH2:29][CH3:30])=[O:27])[CH2:12]3)[CH2:10][CH2:9]2)[CH:5]=[C:4]([O:33][C@H:34]([C:39]2[CH:44]=[CH:43][C:42]([Cl:45])=[CH:41][C:40]=2Br)[C:35]([F:38])([F:37])[F:36])[N:3]=1.O1CCOCC1.[C:53]1(B(O)O)[CH:58]=[CH:57][CH:56]=[CH:55][CH:54]=1.